Dataset: Reaction yield outcomes from USPTO patents with 853,638 reactions. Task: Predict the reaction yield, written as a fraction of the theoretical maximum amount of product (1.0 means a 100% yield; for example, 0.34 means a 34% yield). (1) The reactants are F[C:2]1[CH:7]=[CH:6][C:5]([N+:8]([O-:10])=[O:9])=[C:4]([O:11][CH3:12])[CH:3]=1.[NH:13]1[CH2:20][CH2:19][CH2:18][CH:14]1[C:15]([OH:17])=[O:16]. The catalyst is CS(C)=O.O. The product is [CH3:12][O:11][C:4]1[CH:3]=[C:2]([N:13]2[CH2:20][CH2:19][CH2:18][CH:14]2[C:15]([OH:17])=[O:16])[CH:7]=[CH:6][C:5]=1[N+:8]([O-:10])=[O:9]. The yield is 0.730. (2) The reactants are Br[C:2]1[N:7]2[N:8]=[C:9]([NH2:11])[N:10]=[C:6]2[CH:5]=[CH:4][CH:3]=1.[CH3:12][S:13]([C:16]1[CH:17]=[C:18](B(O)O)[CH:19]=[CH:20][CH:21]=1)(=[O:15])=[O:14]. No catalyst specified. The product is [CH3:12][S:13]([C:16]1[CH:21]=[C:20]([C:2]2[N:7]3[N:8]=[C:9]([NH2:11])[N:10]=[C:6]3[CH:5]=[CH:4][CH:3]=2)[CH:19]=[CH:18][CH:17]=1)(=[O:15])=[O:14]. The yield is 0.520.